Dataset: NCI-60 drug combinations with 297,098 pairs across 59 cell lines. Task: Regression. Given two drug SMILES strings and cell line genomic features, predict the synergy score measuring deviation from expected non-interaction effect. (1) Drug 1: C1C(C(OC1N2C=C(C(=O)NC2=O)F)CO)O. Drug 2: CC1CCC2CC(C(=CC=CC=CC(CC(C(=O)C(C(C(=CC(C(=O)CC(OC(=O)C3CCCCN3C(=O)C(=O)C1(O2)O)C(C)CC4CCC(C(C4)OC)O)C)C)O)OC)C)C)C)OC. Cell line: U251. Synergy scores: CSS=17.2, Synergy_ZIP=0.336, Synergy_Bliss=2.77, Synergy_Loewe=0.549, Synergy_HSA=3.13. (2) Drug 1: CC(CN1CC(=O)NC(=O)C1)N2CC(=O)NC(=O)C2. Drug 2: CS(=O)(=O)OCCCCOS(=O)(=O)C. Cell line: OVCAR-8. Synergy scores: CSS=26.1, Synergy_ZIP=-4.19, Synergy_Bliss=1.62, Synergy_Loewe=-3.82, Synergy_HSA=3.94. (3) Drug 1: C1=NC2=C(N1)C(=S)N=CN2. Drug 2: CN(CCCl)CCCl.Cl. Cell line: MDA-MB-231. Synergy scores: CSS=37.7, Synergy_ZIP=-4.08, Synergy_Bliss=-0.392, Synergy_Loewe=-0.627, Synergy_HSA=1.41. (4) Drug 1: CCCCC(=O)OCC(=O)C1(CC(C2=C(C1)C(=C3C(=C2O)C(=O)C4=C(C3=O)C=CC=C4OC)O)OC5CC(C(C(O5)C)O)NC(=O)C(F)(F)F)O. Drug 2: CN1C2=C(C=C(C=C2)N(CCCl)CCCl)N=C1CCCC(=O)O.Cl. Cell line: NCI-H226. Synergy scores: CSS=29.4, Synergy_ZIP=-3.76, Synergy_Bliss=-6.79, Synergy_Loewe=-30.6, Synergy_HSA=-5.18. (5) Cell line: SK-OV-3. Drug 2: CN1C(=O)N2C=NC(=C2N=N1)C(=O)N. Synergy scores: CSS=-2.23, Synergy_ZIP=2.01, Synergy_Bliss=0.647, Synergy_Loewe=-1.07, Synergy_HSA=-2.63. Drug 1: CC1=C(C=C(C=C1)NC2=NC=CC(=N2)N(C)C3=CC4=NN(C(=C4C=C3)C)C)S(=O)(=O)N.Cl.